From a dataset of Catalyst prediction with 721,799 reactions and 888 catalyst types from USPTO. Predict which catalyst facilitates the given reaction. (1) Reactant: [C:1]([C:5]1[CH:9]=[C:8]([NH:10][C:11](=[O:19])OC2C=CC=CC=2)[N:7]([CH2:20][CH:21]([CH3:23])[CH3:22])[N:6]=1)([CH3:4])([CH3:3])[CH3:2].C(N(CC)C(C)C)(C)C.[CH3:33][O:34][C:35]1[CH:36]=[C:37]2[C:42](=[CH:43][C:44]=1[O:45][CH3:46])[N:41]=[CH:40][N:39]=[C:38]2[S:47][C:48]1[CH:49]=[C:50]([CH:52]=[CH:53][CH:54]=1)[NH2:51]. Product: [C:1]([C:5]1[CH:9]=[C:8]([NH:10][C:11]([NH:51][C:50]2[CH:52]=[CH:53][CH:54]=[C:48]([S:47][C:38]3[C:37]4[C:42](=[CH:43][C:44]([O:45][CH3:46])=[C:35]([O:34][CH3:33])[CH:36]=4)[N:41]=[CH:40][N:39]=3)[CH:49]=2)=[O:19])[N:7]([CH2:20][CH:21]([CH3:22])[CH3:23])[N:6]=1)([CH3:2])([CH3:3])[CH3:4]. The catalyst class is: 1. (2) Reactant: [NH2:1][C@@H:2]([CH:45]1[CH2:50][CH2:49][CH2:48][CH2:47][CH2:46]1)[C:3]([NH:5][C@@H:6]([C:41]([CH3:44])([CH3:43])[CH3:42])[C:7]([N:9]1[C@H:20]([C:21]([NH:23][C@:24]2([C:29](=[O:40])[NH:30][S:31]([C:34]3([CH2:37][CH2:38][CH3:39])[CH2:36][CH2:35]3)(=[O:33])=[O:32])[CH2:26][C@H:25]2[CH:27]=[CH2:28])=[O:22])[CH2:19][C@:11]2([C:16]([CH3:18])([CH3:17])[C:12]32[CH2:15][CH2:14][CH2:13]3)[CH2:10]1)=[O:8])=[O:4].[CH2:51]([N:53]1[CH2:58][CH2:57][CH2:56][CH2:55][C@H:54]1[C:59](O)=[O:60])[CH3:52].CN(C(ON1N=NC2C=CC=NC1=2)=[N+](C)C)C.F[P-](F)(F)(F)(F)F.CCN(C(C)C)C(C)C. Product: [CH:45]1([C@H:2]([NH:1][C:59]([C@@H:54]2[CH2:55][CH2:56][CH2:57][CH2:58][N:53]2[CH2:51][CH3:52])=[O:60])[C:3]([NH:5][C@@H:6]([C:41]([CH3:42])([CH3:44])[CH3:43])[C:7]([N:9]2[C@H:20]([C:21]([NH:23][C@:24]3([C:29](=[O:40])[NH:30][S:31]([C:34]4([CH2:37][CH2:38][CH3:39])[CH2:36][CH2:35]4)(=[O:32])=[O:33])[CH2:26][C@H:25]3[CH2:27][CH3:28])=[O:22])[CH2:19][C@:11]3([C:16]([CH3:18])([CH3:17])[C:12]43[CH2:13][CH2:14][CH2:15]4)[CH2:10]2)=[O:8])=[O:4])[CH2:50][CH2:49][CH2:48][CH2:47][CH2:46]1. The catalyst class is: 85. (3) Reactant: O.[CH2:2]([OH:4])C.C(O)(=O)C.[Cl:9][C:10]1[C:15]([Cl:16])=[CH:14][C:13]([N+:17]([O-])=O)=[CH:12][N:11]=1.[O:20]1[CH2:24][CH2:23]C[CH2:21]1. Product: [Cl:16][C:15]1[CH:14]=[C:13]([NH:17][CH2:23][CH:24]([O:20][CH3:21])[O:4][CH3:2])[CH:12]=[N:11][C:10]=1[Cl:9]. The catalyst class is: 181. (4) Reactant: [C:1]1(OC)[CH:6]=[CH:5][CH:4]=[CH:3][CH:2]=1.C[S:10][C:11]1SC2C=CC=C[C:14]=2[N:15]=1.[S:20]=[C:21]1[N:25]([CH2:26][CH3:27])[C:24](=[O:28])[CH2:23][S:22]1.C(#N)C. Product: [CH3:14][N:15]1[C:6]2[CH:5]=[CH:4][CH:3]=[CH:2][C:1]=2[S:10][C:11]1=[C:23]1[S:22][C:21](=[S:20])[N:25]([CH2:26][CH3:27])[C:24]1=[O:28]. The catalyst class is: 66. (5) Reactant: [CH3:1][C:2]1[C:6]2[CH:7]=[C:8]([C:11](=O)[CH2:12][C:13]([O:15]CC)=O)[CH:9]=[CH:10][C:5]=2[O:4][CH:3]=1.CC1C=CC(S(O)(=O)=O)=CC=1.[N:30]1[CH:35]=[CH:34][CH:33]=[CH:32][C:31]=1[C:36]1[C:37]([NH2:42])=[N:38][NH:39][C:40]=1[NH2:41]. Product: [NH2:42][C:37]1[C:36]([C:31]2[CH:32]=[CH:33][CH:34]=[CH:35][N:30]=2)=[C:40]2[NH:41][C:11]([C:8]3[CH:9]=[CH:10][C:5]4[O:4][CH:3]=[C:2]([CH3:1])[C:6]=4[CH:7]=3)=[CH:12][C:13](=[O:15])[N:39]2[N:38]=1. The catalyst class is: 114. (6) Reactant: [OH:1][CH:2]1[CH2:7][CH2:6][N:5]([C:8]([O:10][CH:11]([CH3:13])[CH3:12])=[O:9])[CH2:4][CH2:3]1.[Cl:14][C:15]1[CH:20]=[C:19](Cl)[N:18]=[CH:17][N:16]=1.CC(C)([O-])C.[K+]. Product: [Cl:14][C:15]1[N:16]=[CH:17][N:18]=[C:19]([O:1][CH:2]2[CH2:3][CH2:4][N:5]([C:8]([O:10][CH:11]([CH3:13])[CH3:12])=[O:9])[CH2:6][CH2:7]2)[CH:20]=1. The catalyst class is: 30. (7) Reactant: [F:1][C:2]1[CH:3]=[C:4]([CH2:9][C:10](Cl)=[O:11])[CH:5]=[C:6]([F:8])[CH:7]=1.[NH2:13][C@H:14]([C:16]([OH:18])=[O:17])[CH3:15].[OH-].[Na+]. Product: [F:1][C:2]1[CH:3]=[C:4]([CH2:9][C:10]([NH:13][C@H:14]([C:16]([OH:18])=[O:17])[CH3:15])=[O:11])[CH:5]=[C:6]([F:8])[CH:7]=1. The catalyst class is: 6. (8) Reactant: COC1C=C(OC)C=CC=1C[N:6]([C:20]1[S:21][CH:22]=[CH:23][N:24]=1)[S:7]([C:10]1[CH:19]=[CH:18][C:13]2[NH:14][C:15](=[O:17])[O:16][C:12]=2[CH:11]=1)(=[O:9])=[O:8].[CH3:31][CH2:32]OC(/N=N/C(OCC)=O)=O.[C:56]1(P([C:56]2[CH:61]=[CH:60][CH:59]=[CH:58][CH:57]=2)[C:56]2[CH:61]=[CH:60][CH:59]=[CH:58][CH:57]=2)[CH:61]=[CH:60][CH:59]=[CH:58][CH:57]=1. Product: [O:17]=[C:15]1[N:14]([C@@H:31]([C:56]2[CH:57]=[CH:58][CH:59]=[CH:60][CH:61]=2)[CH3:32])[C:13]2[CH:18]=[CH:19][C:10]([S:7]([NH:6][C:20]3[S:21][CH:22]=[CH:23][N:24]=3)(=[O:8])=[O:9])=[CH:11][C:12]=2[O:16]1. The catalyst class is: 1.